From a dataset of Catalyst prediction with 721,799 reactions and 888 catalyst types from USPTO. Predict which catalyst facilitates the given reaction. (1) Reactant: [Cl:1][C:2]1[N:7]=[CH:6][C:5]([S:8](Cl)(=[O:10])=[O:9])=[CH:4][CH:3]=1.[NH2:12][CH2:13][CH2:14][NH:15][C:16](=[O:22])[O:17][C:18]([CH3:21])([CH3:20])[CH3:19].C(N(CC)CC)C. Product: [Cl:1][C:2]1[N:7]=[CH:6][C:5]([S:8]([NH:12][CH2:13][CH2:14][NH:15][C:16](=[O:22])[O:17][C:18]([CH3:20])([CH3:19])[CH3:21])(=[O:10])=[O:9])=[CH:4][CH:3]=1. The catalyst class is: 2. (2) Reactant: [C:1](Cl)(=[O:6])[CH2:2][CH:3]([CH3:5])[CH3:4].[CH3:8][O:9][C:10]([C:12]1[CH:13]=[C:14]2[C:18](=[CH:19][C:20]=1[NH2:21])[NH:17][CH:16]=[CH:15]2)=[O:11].O. Product: [CH3:8][O:9][C:10]([C:12]1[CH:13]=[C:14]2[C:18](=[CH:19][C:20]=1[NH:21][C:1](=[O:6])[CH2:2][CH:3]([CH3:5])[CH3:4])[NH:17][CH:16]=[CH:15]2)=[O:11]. The catalyst class is: 3. (3) Reactant: [C:1]([O:5][C:6]([N:8]1[CH2:13][CH2:12][N:11]([C:14]2[CH:19]=[CH:18][C:17]([O:20][CH2:21][C:22]([OH:35])([CH3:34])[CH2:23][CH2:24][N:25]3[CH:29]=[C:28]([N+:30]([O-:32])=[O:31])[N:27]=[C:26]3Cl)=[CH:16][CH:15]=2)[CH2:10][CH2:9]1)=[O:7])([CH3:4])([CH3:3])[CH3:2].[H-].[Na+].O. Product: [C:1]([O:5][C:6]([N:8]1[CH2:13][CH2:12][N:11]([C:14]2[CH:19]=[CH:18][C:17]([O:20][CH2:21][C:22]3([CH3:34])[O:35][C:26]4=[N:27][C:28]([N+:30]([O-:32])=[O:31])=[CH:29][N:25]4[CH2:24][CH2:23]3)=[CH:16][CH:15]=2)[CH2:10][CH2:9]1)=[O:7])([CH3:4])([CH3:3])[CH3:2]. The catalyst class is: 9. (4) The catalyst class is: 2. Reactant: [NH2:1][C:2]1[C:3]([F:22])=[C:4]([C:10]([C:12]2[CH:13]=[C:14]3[C:19](=[CH:20][CH:21]=2)[N:18]=[CH:17][CH:16]=[N:15]3)=[O:11])[C:5]([F:9])=[C:6]([F:8])[CH:7]=1.[CH2:23]([S:26](Cl)(=[O:28])=[O:27])[CH2:24][CH3:25]. Product: [CH2:23]([S:26]([N:1]([C:2]1[CH:7]=[C:6]([F:8])[C:5]([F:9])=[C:4]([C:10]([C:12]2[CH:13]=[C:14]3[C:19](=[CH:20][CH:21]=2)[N:18]=[CH:17][CH:16]=[N:15]3)=[O:11])[C:3]=1[F:22])[S:26]([CH2:23][CH2:24][CH3:25])(=[O:28])=[O:27])(=[O:28])=[O:27])[CH2:24][CH3:25]. (5) Reactant: [CH3:1][O:2][P:3]([C:7]1[CH:8]=[C:9]([C:15]2[CH:20]=[CH:19][C:18]([CH2:21]C(N3C4C=CC=CC=4N=N3)(C3C=CC=CC=3)CC3C=CC(CP(OF)(OF)=O)=CC=3)=[CH:17][CH:16]=2)[CH:10]=[CH:11][C:12]=1[O:13][CH3:14])(=[O:6])[O:4][CH3:5].[Br:52][Si](C)(C)C. Product: [CH3:1][O:2][P:3]([C:7]1[CH:8]=[C:9]([C:15]2[CH:20]=[CH:19][C:18]([CH2:21][Br:52])=[CH:17][CH:16]=2)[CH:10]=[CH:11][C:12]=1[O:13][CH3:14])(=[O:6])[O:4][CH3:5]. The catalyst class is: 2. (6) Reactant: [CH3:1][N:2]([CH3:25])[S:3]([N:6]1[CH:10]=[C:9]([CH:11]([OH:17])[C:12]2[S:13][CH:14]=[CH:15][CH:16]=2)[N:8]=[C:7]1[Si](C(C)(C)C)(C)C)(=[O:5])=[O:4].[F-].C([N+](CCCC)(CCCC)CCCC)CCC. Product: [CH3:1][N:2]([CH3:25])[S:3]([N:6]1[CH:10]=[C:9]([CH:11]([OH:17])[C:12]2[S:13][CH:14]=[CH:15][CH:16]=2)[N:8]=[CH:7]1)(=[O:5])=[O:4]. The catalyst class is: 1.